The task is: Regression. Given two drug SMILES strings and cell line genomic features, predict the synergy score measuring deviation from expected non-interaction effect.. This data is from NCI-60 drug combinations with 297,098 pairs across 59 cell lines. Drug 1: CC1C(C(=O)NC(C(=O)N2CCCC2C(=O)N(CC(=O)N(C(C(=O)O1)C(C)C)C)C)C(C)C)NC(=O)C3=C4C(=C(C=C3)C)OC5=C(C(=O)C(=C(C5=N4)C(=O)NC6C(OC(=O)C(N(C(=O)CN(C(=O)C7CCCN7C(=O)C(NC6=O)C(C)C)C)C)C(C)C)C)N)C. Drug 2: C1CN1C2=NC(=NC(=N2)N3CC3)N4CC4. Cell line: NCI-H226. Synergy scores: CSS=5.15, Synergy_ZIP=-0.806, Synergy_Bliss=2.50, Synergy_Loewe=2.59, Synergy_HSA=2.69.